The task is: Predict which catalyst facilitates the given reaction.. This data is from Catalyst prediction with 721,799 reactions and 888 catalyst types from USPTO. (1) Reactant: [I:1][C:2]1[CH:7]=[CH:6][C:5]([C:8]2[N:9]([CH3:17])[CH:10]=[C:11]([CH2:13][N:14]=[N+]=[N-])[N:12]=2)=[CH:4][CH:3]=1. Product: [I:1][C:2]1[CH:3]=[CH:4][C:5]([C:8]2[N:9]([CH3:17])[CH:10]=[C:11]([CH2:13][NH2:14])[N:12]=2)=[CH:6][CH:7]=1. The catalyst class is: 94. (2) Reactant: Cl[C:2]1[N:7]=[CH:6][C:5]([C:8]([O:10][CH3:11])=[O:9])=[CH:4][N:3]=1.[CH:12]1([N:15]2[CH2:21][CH2:20][CH2:19][NH:18][CH2:17][CH2:16]2)[CH2:14][CH2:13]1.C(N(C(C)C)C(C)C)C. Product: [CH:12]1([N:15]2[CH2:21][CH2:20][CH2:19][N:18]([C:2]3[N:7]=[CH:6][C:5]([C:8]([O:10][CH3:11])=[O:9])=[CH:4][N:3]=3)[CH2:17][CH2:16]2)[CH2:14][CH2:13]1. The catalyst class is: 4. (3) Product: [Cl:21][C:20]1[C:15]2[C:13](=[O:14])[N:12]([C:23]3[CH:28]=[CH:27][C:26]([CH:29]4[CH2:30][CH2:31][CH:32]([CH2:35][C:36]([O:38][CH3:39])=[O:37])[CH2:33][CH2:34]4)=[CH:25][C:24]=3[F:40])[CH2:11][CH2:10][O:9][C:16]=2[N:17]=[CH:18][N:19]=1. Reactant: Cl.[Si]([O:9][CH2:10][CH2:11][N:12]([C:23]1[CH:28]=[CH:27][C:26]([CH:29]2[CH2:34][CH2:33][CH:32]([CH2:35][C:36]([O:38][CH3:39])=[O:37])[CH2:31][CH2:30]2)=[CH:25][C:24]=1[F:40])[C:13]([C:15]1[C:16](Cl)=[N:17][CH:18]=[N:19][C:20]=1[Cl:21])=[O:14])(C(C)(C)C)(C)C. The catalyst class is: 169. (4) Reactant: [F:1][C:2]1[CH:16]=[CH:15][C:5]([O:6][C:7]2[CH:14]=[CH:13][C:10]([CH:11]=[O:12])=[CH:9][CH:8]=2)=[CH:4][CH:3]=1.[BH4-].[Na+]. Product: [F:1][C:2]1[CH:16]=[CH:15][C:5]([O:6][C:7]2[CH:14]=[CH:13][C:10]([CH2:11][OH:12])=[CH:9][CH:8]=2)=[CH:4][CH:3]=1. The catalyst class is: 5. (5) Reactant: [O:1]1[CH2:6][CH2:5][N:4]([C:7]2[C:8]3[N:9]([CH:21]=[C:22](/[CH:24]=[CH:25]/[C:26]4[CH:35]=[CH:34][C:33]5[C:28](=[CH:29][CH:30]=[CH:31][CH:32]=5)[N:27]=4)[N:23]=3)[C:10]([C:13]3[CH:14]=[C:15]([NH2:20])[C:16]([NH2:19])=[N:17][CH:18]=3)=[CH:11][N:12]=2)[CH2:3][CH2:2]1.C1N=CN([C:41](N2C=NC=C2)=[O:42])C=1. Product: [O:1]1[CH2:6][CH2:5][N:4]([C:7]2[C:8]3[N:9]([CH:21]=[C:22](/[CH:24]=[CH:25]/[C:26]4[CH:35]=[CH:34][C:33]5[C:28](=[CH:29][CH:30]=[CH:31][CH:32]=5)[N:27]=4)[N:23]=3)[C:10]([C:13]3[CH:14]=[C:15]4[N:20]=[C:41]([OH:42])[NH:19][C:16]4=[N:17][CH:18]=3)=[CH:11][N:12]=2)[CH2:3][CH2:2]1. The catalyst class is: 1. (6) Reactant: [CH3:1][O:2][C:3]([C:5]1[CH:9]=[C:8]([NH2:10])[NH:7][N:6]=1)=[O:4].[F:11][C:12]([F:20])([F:19])[C:13](=O)[CH2:14][C:15](=O)[CH3:16]. Product: [CH3:1][O:2][C:3]([C:5]1[CH:9]=[C:8]2[N:10]=[C:15]([CH3:16])[CH:14]=[C:13]([C:12]([F:20])([F:19])[F:11])[N:7]2[N:6]=1)=[O:4]. The catalyst class is: 15.